This data is from Catalyst prediction with 721,799 reactions and 888 catalyst types from USPTO. The task is: Predict which catalyst facilitates the given reaction. Reactant: [Cl:1][C:2]1[C:3]([N:8]2[CH:12]([C:13]([O:15][CH2:16][CH2:17][CH2:18][CH2:19][CH3:20])=[O:14])[CH2:11][C:10](=O)[NH:9]2)=[N:4][CH:5]=[CH:6][CH:7]=1.P(Br)(Br)([Br:24])=O.C(=O)([O-])O.[Na+]. Product: [Br:24][C:10]1[CH2:11][CH:12]([C:13]([O:15][CH2:16][CH2:17][CH2:18][CH2:19][CH3:20])=[O:14])[N:8]([C:3]2[C:2]([Cl:1])=[CH:7][CH:6]=[CH:5][N:4]=2)[N:9]=1. The catalyst class is: 10.